Task: Predict the reactants needed to synthesize the given product.. Dataset: Full USPTO retrosynthesis dataset with 1.9M reactions from patents (1976-2016) (1) Given the product [Cl:14][C:15]1[CH:24]=[CH:23][C:22]2[C:17](=[C:18]([NH:25][S:10]([C:5]3[CH:6]=[CH:7][CH:8]=[CH:9][C:4]=3[N+:1]([O-:3])=[O:2])(=[O:12])=[O:11])[CH:19]=[CH:20][CH:21]=2)[N:16]=1, predict the reactants needed to synthesize it. The reactants are: [N+:1]([C:4]1[CH:9]=[CH:8][CH:7]=[CH:6][C:5]=1[S:10](Cl)(=[O:12])=[O:11])([O-:3])=[O:2].[Cl:14][C:15]1[CH:24]=[CH:23][C:22]2[C:17](=[C:18]([NH2:25])[CH:19]=[CH:20][CH:21]=2)[N:16]=1.N1C=CC=CC=1. (2) Given the product [CH3:35][O:36][C:37](=[O:55])[CH:38]([C:40]1[CH:45]=[CH:44][CH:43]=[C:42]([CH2:46][NH:47][C:48]([O:50][C:51]([CH3:54])([CH3:53])[CH3:52])=[O:49])[CH:41]=1)[CH2:39][P:4]([CH:6]([NH:10][C:11]([O:13][CH2:14][C:15]1[CH:16]=[CH:17][CH:18]=[CH:19][CH:20]=1)=[O:12])[CH:7]([CH3:9])[CH3:8])([O:3][CH2:1][CH3:2])=[O:5], predict the reactants needed to synthesize it. The reactants are: [CH2:1]([O:3][P:4]([CH:6]([NH:10][C:11]([O:13][CH2:14][C:15]1[CH:20]=[CH:19][CH:18]=[CH:17][CH:16]=1)=[O:12])[CH:7]([CH3:9])[CH3:8])[OH:5])[CH3:2].CCN(C(C)C)C(C)C.C[Si](Cl)(C)C.[CH3:35][O:36][C:37](=[O:55])[C:38]([C:40]1[CH:45]=[CH:44][CH:43]=[C:42]([CH2:46][NH:47][C:48]([O:50][C:51]([CH3:54])([CH3:53])[CH3:52])=[O:49])[CH:41]=1)=[CH2:39]. (3) Given the product [CH2:17]([C@@H:24]1[CH2:28][O:27][C:26](=[O:29])[N:25]1[C:30](=[O:39])[C@H:31]([CH2:36][CH2:37][O:38][CH2:1][O:2][CH2:3][CH2:4][O:5][CH3:6])[C:32]([CH3:34])([CH3:35])[CH3:33])[C:18]1[CH:19]=[CH:20][CH:21]=[CH:22][CH:23]=1, predict the reactants needed to synthesize it. The reactants are: [CH2:1](Cl)[O:2][CH2:3][CH2:4][O:5][CH3:6].CCN(C(C)C)C(C)C.[CH2:17]([C@@H:24]1[CH2:28][O:27][C:26](=[O:29])[N:25]1[C:30](=[O:39])[C@H:31]([CH2:36][CH2:37][OH:38])[C:32]([CH3:35])([CH3:34])[CH3:33])[C:18]1[CH:23]=[CH:22][CH:21]=[CH:20][CH:19]=1.